Dataset: Forward reaction prediction with 1.9M reactions from USPTO patents (1976-2016). Task: Predict the product of the given reaction. (1) The product is: [CH2:1]([C:3]1[N:13]([CH2:21][C:20]2[CH:23]=[CH:24][C:17]([I:16])=[CH:18][CH:19]=2)[C:6]2=[N:7][C:8]([CH3:12])=[CH:9][C:10]([CH3:11])=[C:5]2[N:4]=1)[CH3:2]. Given the reactants [CH2:1]([C:3]1[NH:13][C:6]2=[N:7][C:8]([CH3:12])=[CH:9][C:10]([CH3:11])=[C:5]2[N:4]=1)[CH3:2].[H-].[Na+].[I:16][C:17]1[CH:24]=[CH:23][C:20]([CH2:21]Br)=[CH:19][CH:18]=1, predict the reaction product. (2) Given the reactants [CH:1]1([C:4]2[C:5]([O:18][C@@H:19]3[CH2:24][CH2:23][CH2:22][NH:21][CH2:20]3)=[CH:6][C:7]([F:17])=[C:8]([CH:16]=2)[C:9]([NH:11][S:12]([CH3:15])(=[O:14])=[O:13])=[O:10])[CH2:3][CH2:2]1.[C:25]([OH:29])(=[O:28])[CH:26]=O.O.[Cl:31][C:32]1[CH:33]=[C:34](B(O)O)[CH:35]=[C:36]([Cl:38])[CH:37]=1, predict the reaction product. The product is: [CH:1]1([C:4]2[CH:16]=[C:8]([C:9](=[O:10])[NH:11][S:12]([CH3:15])(=[O:14])=[O:13])[C:7]([F:17])=[CH:6][C:5]=2[O:18][C@@H:19]2[CH2:24][CH2:23][CH2:22][N:21]([CH:26]([C:34]3[CH:33]=[C:32]([Cl:31])[CH:37]=[C:36]([Cl:38])[CH:35]=3)[C:25]([OH:29])=[O:28])[CH2:20]2)[CH2:2][CH2:3]1. (3) The product is: [Br:1][C:2]1[CH:3]=[N:4][C:5]2[N:6]([N:8]=[C:9]([C:11]([N:16]3[CH2:17][CH2:18][C:19]4[CH:24]=[CH:23][CH:22]=[N:21][C:20]=4[N:15]3[CH3:14])=[O:13])[CH:10]=2)[CH:7]=1. Given the reactants [Br:1][C:2]1[CH:3]=[N:4][C:5]2[N:6]([N:8]=[C:9]([C:11]([OH:13])=O)[CH:10]=2)[CH:7]=1.[CH3:14][N:15]1[C:20]2[N:21]=[CH:22][CH:23]=[CH:24][C:19]=2[CH2:18][CH2:17][NH:16]1, predict the reaction product. (4) Given the reactants Cl[C:2]1[N:7]=[C:6]2[CH2:8][CH2:9][CH2:10][C:5]2=[C:4]([Cl:11])[CH:3]=1.[Cl:12][C:13]1[S:17][C:16](B(O)O)=[CH:15][CH:14]=1, predict the reaction product. The product is: [Cl:11][C:4]1[CH:3]=[C:2]([C:16]2[S:17][C:13]([Cl:12])=[CH:14][CH:15]=2)[N:7]=[C:6]2[CH2:8][CH2:9][CH2:10][C:5]=12. (5) Given the reactants C[O:2][C:3](=[O:14])[C:4]1[CH:9]=[CH:8][C:7]([CH2:10][CH2:11][F:12])=[N:6][C:5]=1[NH2:13].Cl, predict the reaction product. The product is: [NH2:13][C:5]1[N:6]=[C:7]([CH2:10][CH2:11][F:12])[CH:8]=[CH:9][C:4]=1[C:3]([OH:14])=[O:2]. (6) Given the reactants [CH2:1]([O:3][C:4](=[O:33])[CH2:5][CH2:6][CH2:7][CH2:8][C:9]1[C:14]([CH2:15][O:16][CH2:17][C:18](O)=[O:19])=[N:13][N:12]2[C:21]([CH2:24][CH3:25])=[CH:22][CH:23]=[C:11]2[C:10]=1[C:26]1[CH:27]=[N:28][CH:29]=[C:30]([CH3:32])[CH:31]=1)[CH3:2].Cl.C(N=C=NCCCN(C)C)C.[NH:46]1[CH2:51][CH2:50][O:49][CH2:48][CH2:47]1, predict the reaction product. The product is: [CH2:24]([C:21]1[N:12]2[N:13]=[C:14]([CH2:15][O:16][CH2:17][C:18]([N:46]3[CH2:51][CH2:50][O:49][CH2:48][CH2:47]3)=[O:19])[C:9]([CH2:8][CH2:7][CH2:6][CH2:5][C:4]([O:3][CH2:1][CH3:2])=[O:33])=[C:10]([C:26]3[CH:27]=[N:28][CH:29]=[C:30]([CH3:32])[CH:31]=3)[C:11]2=[CH:23][CH:22]=1)[CH3:25].